The task is: Binary Classification. Given a drug SMILES string, predict its activity (active/inactive) in a high-throughput screening assay against a specified biological target.. This data is from Cav3 T-type calcium channel HTS with 100,875 compounds. (1) The compound is O(c1nc(nc(c1)C)C(C)C)CC(=O)Nc1ccc(OCc2ccccc2)cc1. The result is 0 (inactive). (2) The compound is S(c1n(c(=O)c2c(n1)cccc2)C)CC(=O)NCc1occc1. The result is 0 (inactive). (3) The molecule is s1c2c(n(c(C(=O)NCC3OCCC3)c2)CC(=O)c2ccccc2)cc1. The result is 0 (inactive). (4) The compound is S1CCN(C(=O)c2ccccc2)C1=S. The result is 0 (inactive). (5) The drug is Clc1ccc(c2n(N)c(SCC(=O)Nc3cc4OCOc4cc3)nn2)cc1. The result is 0 (inactive). (6) The drug is O=C(NC1CCN(CC1)C(=O)c1nccnc1)C(NC(=O)C)Cc1ccc(cc1)C. The result is 0 (inactive). (7) The molecule is s1c2CCCCC(=O)Nc2cc1C. The result is 0 (inactive). (8) The drug is O=C(N1C(c2n(CC1)c(cc2)C)CC)Nc1c(OC)cccc1. The result is 0 (inactive). (9) The compound is Clc1cc(N(S(=O)(=O)c2ccccc2)CC(=O)N2CCN(CC2)C(OCC)=O)c(OC)cc1. The result is 0 (inactive).